This data is from Retrosynthesis with 50K atom-mapped reactions and 10 reaction types from USPTO. The task is: Predict the reactants needed to synthesize the given product. (1) The reactants are: CC(C)(C)OC(=O)N1CCc2cccc3[nH]cc(c23)C1. Given the product c1cc2c3c(c[nH]c3c1)CNCC2, predict the reactants needed to synthesize it. (2) The reactants are: CCCCCN(CCC12CC3CC(CC(C3)C1)C2)C(=O)NCCC(O)c1ccncc1. Given the product CCCCCN(CCC12CC3CC(CC(C3)C1)C2)C(=O)NCCC(=O)c1ccncc1, predict the reactants needed to synthesize it.